Dataset: Forward reaction prediction with 1.9M reactions from USPTO patents (1976-2016). Task: Predict the product of the given reaction. (1) Given the reactants [Br:1][C:2]1[C:3](Cl)=[N:4][C:5]([Cl:8])=[N:6][CH:7]=1.[NH2:10][C:11]([CH3:22])([CH3:21])[CH2:12][NH:13][C:14](=[O:20])[O:15][C:16]([CH3:19])([CH3:18])[CH3:17].BrC1C(NCCNC(=O)OC(C)(C)C)=NC(Cl)=NC=1, predict the reaction product. The product is: [Br:1][C:2]1[C:3]([NH:10][C:11]([CH3:22])([CH3:21])[CH2:12][NH:13][C:14](=[O:20])[O:15][C:16]([CH3:18])([CH3:17])[CH3:19])=[N:4][C:5]([Cl:8])=[N:6][CH:7]=1. (2) The product is: [NH2:1][C:2]1[N:3]([CH3:33])[C:4](=[O:32])[C@:5]2([N:31]=1)[C:14]1[C:9](=[CH:10][CH:11]=[C:12]([C:15]3[CH:16]=[N:17][CH:18]=[C:19]([Cl:21])[CH:20]=3)[CH:13]=1)[CH2:8][C@@:7]([CH2:23][C:24]1[CH:29]=[CH:28][CH:27]=[CH:26][CH:25]=1)([CH3:22])[CH2:6]2. Given the reactants [NH2:1][C:2]1[N:3]([CH3:33])[C:4](=[O:32])[C@:5]2([N:31]=1)[C:14]1[C:9](=[CH:10][CH:11]=[C:12]([C:15]3[CH:16]=[N:17][CH:18]=[C:19]([Cl:21])[CH:20]=3)[CH:13]=1)[CH2:8][C@@:7]([CH2:23][C:24]1[CH:29]=[CH:28][C:27](Br)=[CH:26][CH:25]=1)([CH3:22])[CH2:6]2.C(=O)=O.CC(C)=O.C([Li])(C)(C)C.N1C=C(B(O)O)C=NC=1.C([O-])([O-])=O.[Na+].[Na+], predict the reaction product. (3) Given the reactants O=C1C2C(=CC=CC=2)C(=O)[N:3]1[N:12]([CH2:20][CH2:21][O:22][CH:23]([CH3:25])[CH3:24])[C:13](=[O:19])[O:14][C:15]([CH3:18])([CH3:17])[CH3:16].CNN, predict the reaction product. The product is: [CH:23]([O:22][CH2:21][CH2:20][N:12]([C:13]([O:14][C:15]([CH3:17])([CH3:16])[CH3:18])=[O:19])[NH2:3])([CH3:25])[CH3:24]. (4) Given the reactants C(OC(=O)[N:7]([CH2:38][C:39]1[CH:44]=[CH:43][CH:42]=[CH:41][C:40]=1[Cl:45])[C:8]1[CH:13]=[CH:12][C:11]([CH:14](O)[C:15]2[C:23]3[C:18](=[N:19][CH:20]=[C:21]([O:24][CH3:25])[CH:22]=3)[N:17]([Si](C(C)C)(C(C)C)C(C)C)[CH:16]=2)=[C:10]([F:37])[N:9]=1)(C)(C)C.C([SiH](CC)CC)C.FC(F)(F)C(O)=O.C(=O)([O-])[O-].[K+].[K+], predict the reaction product. The product is: [Cl:45][C:40]1[CH:41]=[CH:42][CH:43]=[CH:44][C:39]=1[CH2:38][NH:7][C:8]1[CH:13]=[CH:12][C:11]([CH2:14][C:15]2[C:23]3[C:18](=[N:19][CH:20]=[C:21]([O:24][CH3:25])[CH:22]=3)[NH:17][CH:16]=2)=[C:10]([F:37])[N:9]=1. (5) Given the reactants [CH:1]1([N:8]2[C:12]3[N:13]=[C:14]([NH:17][C:18]4[CH:26]=[CH:25][C:21]([C:22]([OH:24])=O)=[CH:20][N:19]=4)[N:15]=[CH:16][C:11]=3[CH:10]=[C:9]2[C:27](=[O:31])[N:28]([CH3:30])[CH3:29])[CH2:7][CH2:6][CH2:5][CH2:4][CH2:3][CH2:2]1.[CH3:32][C:33]1([OH:41])[CH:38]2[CH2:39][CH2:40][CH:34]1[CH2:35][NH:36][CH2:37]2, predict the reaction product. The product is: [CH:1]1([N:8]2[C:12]3[N:13]=[C:14]([NH:17][C:18]4[CH:26]=[CH:25][C:21]([C:22]([N:36]5[CH2:37][CH:38]6[C:33]([OH:41])([CH3:32])[CH:34]([CH2:40][CH2:39]6)[CH2:35]5)=[O:24])=[CH:20][N:19]=4)[N:15]=[CH:16][C:11]=3[CH:10]=[C:9]2[C:27]([N:28]([CH3:29])[CH3:30])=[O:31])[CH2:7][CH2:6][CH2:5][CH2:4][CH2:3][CH2:2]1.